This data is from Forward reaction prediction with 1.9M reactions from USPTO patents (1976-2016). The task is: Predict the product of the given reaction. (1) The product is: [Cl:14][C:12]1[CH:11]=[CH:10][C:9]([O:15][CH3:16])=[C:8]([C:6]2[N:5]=[C:4]([CH3:17])[N:3]=[C:2]([NH:23][C:22]3[CH:24]=[CH:25][C:19]([Cl:18])=[CH:20][CH:21]=3)[CH:7]=2)[CH:13]=1. Given the reactants Cl[C:2]1[CH:7]=[C:6]([C:8]2[CH:13]=[C:12]([Cl:14])[CH:11]=[CH:10][C:9]=2[O:15][CH3:16])[N:5]=[C:4]([CH3:17])[N:3]=1.[Cl:18][C:19]1[CH:25]=[CH:24][C:22]([NH2:23])=[CH:21][CH:20]=1.C1(P(C2C=CC=CC=2)C2C=CC3C(=CC=CC=3)C=2C2C3C(=CC=CC=3)C=CC=2P(C2C=CC=CC=2)C2C=CC=CC=2)C=CC=CC=1.CC(C)([O-])C.[Na+], predict the reaction product. (2) The product is: [NH:19]1[C:20]2[C:15](=[CH:14][CH:13]=[C:12]([CH2:11][C:10]([OH:3])=[O:1])[CH:21]=2)[CH2:16][CH2:17][CH2:18]1. Given the reactants [OH-:1].[Ba+2].[OH-:3].O1CCN([C:10](=S)[CH2:11][C:12]2[CH:21]=[C:20]3[C:15]([CH2:16][CH2:17][CH2:18][NH:19]3)=[CH:14][CH:13]=2)CC1, predict the reaction product. (3) The product is: [F:15][C:2]1([F:1])[CH2:7][CH2:6][N:5]([C:8]2[CH:13]=[CH:12][CH:11]=[CH:10][C:9]=2[NH:14][C:23]([C:21]2[O:22][C:18]([C:16]#[N:17])=[CH:19][CH:20]=2)=[O:24])[CH2:4][CH2:3]1. Given the reactants [F:1][C:2]1([F:15])[CH2:7][CH2:6][N:5]([C:8]2[CH:13]=[CH:12][CH:11]=[CH:10][C:9]=2[NH2:14])[CH2:4][CH2:3]1.[C:16]([C:18]1[O:22][C:21]([C:23](Cl)=[O:24])=[CH:20][CH:19]=1)#[N:17].CCN(C(C)C)C(C)C, predict the reaction product. (4) Given the reactants FC1C=CC=C(F)C=1[C:4]([N:6]([C@H:8]1[CH2:12][CH2:11][CH2:10][C@@H:9]1[NH:13][C:14]1[S:15][C:16]2[CH:22]=[C:21]([F:23])[CH:20]=[CH:19][C:17]=2[N:18]=1)[CH3:7])=[O:5].FC1C=CC2N=C(N[C@H]3CCC[C@@H]3NC)SC=2C=1.[F:47][C:48]1[CH:49]=[CH:50][C:51]([N:57]2[N:61]=[CH:60][CH:59]=[N:58]2)=[C:52]([CH:56]=1)C(O)=O, predict the reaction product. The product is: [F:47][C:48]1[CH:56]=[CH:52][C:51]([N:57]2[N:61]=[CH:60][CH:59]=[N:58]2)=[C:50]([CH:49]=1)[C:4]([N:6]([C@H:8]1[CH2:12][CH2:11][CH2:10][C@@H:9]1[NH:13][C:14]1[S:15][C:16]2[CH:22]=[C:21]([F:23])[CH:20]=[CH:19][C:17]=2[N:18]=1)[CH3:7])=[O:5]. (5) The product is: [NH2:13][C:5]1[C:6]([NH2:10])=[CH:7][CH:8]=[CH:9][C:4]=1[C:3]([O:2][CH3:1])=[O:14]. Given the reactants [CH3:1][O:2][C:3](=[O:14])[C:4]1[CH:9]=[CH:8][CH:7]=[C:6]([N+:10]([O-])=O)[C:5]=1[NH2:13], predict the reaction product. (6) Given the reactants [Cl:1][C:2]1[C:11]2[C:10](=[O:12])[CH2:9][CH2:8][CH2:7][C:6]=2[N:5]=[C:4]([C:13]2[C:18]([CH2:19][CH3:20])=[CH:17][CH:16]=[CH:15][C:14]=2[CH2:21][CH3:22])[CH:3]=1.[BH4-].[Na+], predict the reaction product. The product is: [Cl:1][C:2]1[C:11]2[CH:10]([OH:12])[CH2:9][CH2:8][CH2:7][C:6]=2[N:5]=[C:4]([C:13]2[C:18]([CH2:19][CH3:20])=[CH:17][CH:16]=[CH:15][C:14]=2[CH2:21][CH3:22])[CH:3]=1. (7) Given the reactants [H-].[Na+].[Cl:3][C:4]1[C:12]2[N:11]=[C:10]3[N:13]([C:17]4[CH:22]=[CH:21][C:20]([Cl:23])=[CH:19][C:18]=4[Cl:24])[CH2:14][CH2:15][CH2:16][N:9]3[C:8]=2[C:7]([C:25]([OH:30])([CH2:28][CH3:29])[CH2:26][CH3:27])=[CH:6][CH:5]=1.[CH3:31]I, predict the reaction product. The product is: [Cl:3][C:4]1[C:12]2[N:11]=[C:10]3[N:13]([C:17]4[CH:22]=[CH:21][C:20]([Cl:23])=[CH:19][C:18]=4[Cl:24])[CH2:14][CH2:15][CH2:16][N:9]3[C:8]=2[C:7]([C:25]([CH2:28][CH3:29])([O:30][CH3:31])[CH2:26][CH3:27])=[CH:6][CH:5]=1. (8) The product is: [ClH:45].[O:1]=[C:2]1[C:10]2[C:5](=[CH:6][CH:7]=[CH:8][CH:9]=2)[CH2:4][N:3]1[CH2:11][CH2:12][C:13]1([CH2:19][CH2:20][N:21]2[CH2:22][CH2:23][CH:24]([N:27]([C:35]3[CH:40]=[CH:39][C:38]([CH3:41])=[CH:37][CH:36]=3)[C:28]([C:30]3[O:31][CH:32]=[CH:33][CH:34]=3)=[O:29])[CH2:25][CH2:26]2)[CH2:18][CH2:17][CH2:16][CH2:15][CH2:14]1. Given the reactants [O:1]=[C:2]1[C:10]2[C:5](=[CH:6][CH:7]=[CH:8][CH:9]=2)[CH2:4][N:3]1[CH2:11][CH2:12][C:13]1([CH2:19][CH2:20][N:21]2[CH2:26][CH2:25][CH:24]([N:27]([C:35]3[CH:40]=[CH:39][C:38]([CH3:41])=[CH:37][CH:36]=3)[C:28]([C:30]3[O:31][CH:32]=[CH:33][CH:34]=3)=[O:29])[CH2:23][CH2:22]2)[CH2:18][CH2:17][CH2:16][CH2:15][CH2:14]1.C(O)C.[ClH:45].C(OCC)(=O)C, predict the reaction product.